Dataset: Forward reaction prediction with 1.9M reactions from USPTO patents (1976-2016). Task: Predict the product of the given reaction. (1) Given the reactants [C:1]1([C:7]#[CH:8])[CH:6]=[CH:5][CH:4]=[CH:3][CH:2]=1.Br[C:10]1[CH:11]=[N:12][CH:13]=[C:14]([CH3:16])[CH:15]=1, predict the reaction product. The product is: [CH3:16][C:14]1[CH:13]=[N:12][CH:11]=[C:10]([C:8]#[C:7][C:1]2[CH:6]=[CH:5][CH:4]=[CH:3][CH:2]=2)[CH:15]=1. (2) Given the reactants [NH2:1][C:2]1[CH:16]=[CH:15][C:5]([O:6][C:7]2[N:12]=[CH:11][C:10]([CH2:13][OH:14])=[CH:9][CH:8]=2)=[CH:4][CH:3]=1, predict the reaction product. The product is: [NH2:1][C:2]1[CH:16]=[CH:15][C:5]([O:6][C:7]2[N:12]=[CH:11][C:10]([CH:13]=[O:14])=[CH:9][CH:8]=2)=[CH:4][CH:3]=1.